The task is: Predict the reactants needed to synthesize the given product.. This data is from Full USPTO retrosynthesis dataset with 1.9M reactions from patents (1976-2016). (1) Given the product [Br:1][C:2]1[CH:10]=[CH:9][C:8]([Cl:11])=[CH:7][C:3]=1[C:4]([O:6][CH3:12])=[O:5], predict the reactants needed to synthesize it. The reactants are: [Br:1][C:2]1[CH:10]=[CH:9][C:8]([Cl:11])=[CH:7][C:3]=1[C:4]([OH:6])=[O:5].[C:12](Cl)(=O)C(Cl)=O.CO. (2) Given the product [ClH:19].[S:10]1[CH:14]=[CH:13][CH:12]=[C:11]1[CH2:15][NH:16][CH2:6][C:5]1[CH:8]=[CH:9][C:2]([OH:1])=[CH:3][CH:4]=1, predict the reactants needed to synthesize it. The reactants are: [OH:1][C:2]1[CH:9]=[CH:8][C:5]([CH:6]=O)=[CH:4][CH:3]=1.[S:10]1[CH:14]=[CH:13][CH:12]=[C:11]1[CH2:15][NH2:16].[BH4-].[Na+].[ClH:19]. (3) Given the product [N+:1]([C:4]1[CH:11]=[CH:10][C:7]([CH2:8][N:17]2[CH2:16][C@H:15]([CH3:19])[NH:14][C@H:13]([CH3:12])[CH2:18]2)=[CH:6][CH:5]=1)([O-:3])=[O:2], predict the reactants needed to synthesize it. The reactants are: [N+:1]([C:4]1[CH:11]=[CH:10][C:7]([CH:8]=O)=[CH:6][CH:5]=1)([O-:3])=[O:2].[CH3:12][C@@H:13]1[CH2:18][NH:17][CH2:16][C@H:15]([CH3:19])[NH:14]1.C[C@H]1CN(CC2C=CC([N+]([O-])=O)=CC=2)CCN1C(OC(C)(C)C)=O. (4) The reactants are: [OH:1][C@H:2]([CH2:6][CH2:7][CH2:8][C:9]1[CH:14]=[CH:13][C:12]([O:15][CH2:16][C:17]2[N:18]=[C:19]([C:23]3[CH:28]=[CH:27][CH:26]=[CH:25][CH:24]=3)[S:20][C:21]=2[CH3:22])=[CH:11][CH:10]=1)C(O)=O.C([N:31]([CH2:34]C)CC)C.[C:36](Cl)(=[O:40])[O:37][CH2:38][CH3:39].N.[O:43]1CCCC1. Given the product [CH2:38]([O:37][C:36]([O:1][C@H:2]([CH2:6][CH2:7][CH2:8][C:9]1[CH:10]=[CH:11][C:12]([O:15][CH2:16][C:17]2[N:18]=[C:19]([C:23]3[CH:24]=[CH:25][CH:26]=[CH:27][CH:28]=3)[S:20][C:21]=2[CH3:22])=[CH:13][CH:14]=1)[C:34]([NH2:31])=[O:43])=[O:40])[CH3:39], predict the reactants needed to synthesize it. (5) Given the product [C:1]1([C:13]2[CH:18]=[CH:17][CH:16]=[CH:15][CH:14]=2)[CH:6]=[CH:5][CH:4]=[CH:3][C:2]=1[CH:7]([OH:12])[C:8]([F:10])([F:11])[F:9], predict the reactants needed to synthesize it. The reactants are: [C:1]1([C:13]2[CH:18]=[CH:17][CH:16]=[CH:15][CH:14]=2)[CH:6]=[CH:5][CH:4]=[CH:3][C:2]=1[C:7](=[O:12])[C:8]([F:11])([F:10])[F:9].O1CCCC1.B.